Dataset: Reaction yield outcomes from USPTO patents with 853,638 reactions. Task: Predict the reaction yield, written as a fraction of the theoretical maximum amount of product (1.0 means a 100% yield; for example, 0.34 means a 34% yield). (1) The reactants are [Cl:1][C:2]1[CH:3]=[C:4]([CH:8]=[C:9]([OH:11])[CH:10]=1)[C:5]([OH:7])=[O:6].[OH-].[Na+].Cl[CH:15]([F:17])[F:16]. The catalyst is C(Cl)(Cl)Cl. The product is [Cl:1][C:2]1[CH:3]=[C:4]([CH:8]=[C:9]([O:11][CH:15]([F:17])[F:16])[CH:10]=1)[C:5]([OH:7])=[O:6]. The yield is 0.750. (2) The reactants are [CH3:1][O:2][C:3]1[CH:8]=[C:7]([O:9][CH3:10])[CH:6]=[CH:5][C:4]=1[C:11]1[CH:19]=[C:18]2[C:14]([CH2:15][C:16](=[O:20])[NH:17]2)=[CH:13][CH:12]=1.[N:21]1([CH2:26][CH2:27][NH:28][C:29]([C:31]2[C:35]([CH3:36])=[C:34]([CH:37]=O)[NH:33][C:32]=2[CH3:39])=[O:30])[CH2:25][CH2:24][CH2:23][CH2:22]1. No catalyst specified. The product is [N:21]1([CH2:26][CH2:27][NH:28][C:29]([C:31]2[C:35]([CH3:36])=[C:34]([CH:37]=[C:15]3[C:14]4[C:18](=[CH:19][C:11]([C:4]5[CH:5]=[CH:6][C:7]([O:9][CH3:10])=[CH:8][C:3]=5[O:2][CH3:1])=[CH:12][CH:13]=4)[NH:17][C:16]3=[O:20])[NH:33][C:32]=2[CH3:39])=[O:30])[CH2:25][CH2:24][CH2:23][CH2:22]1. The yield is 0.310. (3) The reactants are [S:1]1[C:5]2[CH:6]=[CH:7][CH:8]=[CH:9][C:4]=2[N:3]=[C:2]1[N:10]1[C:14](=[O:15])[CH:13]=[C:12]([C:16]2[CH:21]=[CH:20][CH:19]=[C:18]([O:22][CH3:23])[CH:17]=2)[NH:11]1.CO[CH:26](OC)[N:27]([CH3:29])[CH3:28]. The catalyst is C1COCC1. The product is [S:1]1[C:5]2[CH:6]=[CH:7][CH:8]=[CH:9][C:4]=2[N:3]=[C:2]1[N:10]1[C:14](=[O:15])[C:13](=[CH:26][N:27]([CH3:29])[CH3:28])[C:12]([C:16]2[CH:21]=[CH:20][CH:19]=[C:18]([O:22][CH3:23])[CH:17]=2)=[N:11]1. The yield is 0.930. (4) The reactants are [F:1][C:2]1[CH:7]=[CH:6][C:5]([N+:8]([O-:10])=[O:9])=[CH:4][C:3]=1[N:11]1[C:15](=[O:16])[NH:14][N:13]=[N:12]1.[CH3:17]N(C=O)C.C([O-])([O-])=O.[K+].[K+].CI. The catalyst is O.C(OCC)(=O)C. The product is [F:1][C:2]1[CH:7]=[CH:6][C:5]([N+:8]([O-:10])=[O:9])=[CH:4][C:3]=1[N:11]1[C:15](=[O:16])[N:14]([CH3:17])[N:13]=[N:12]1. The yield is 0.750. (5) The reactants are [C:12]([O:11][C:9](O[C:9]([O:11][C:12]([CH3:15])([CH3:14])[CH3:13])=[O:10])=[O:10])([CH3:15])([CH3:14])[CH3:13].[NH2:16][CH2:17][CH2:18][C:19]1[CH:20]=[C:21]([CH:23]=[CH:24][CH:25]=1)[NH2:22]. No catalyst specified. The product is [C:12]([O:11][C:9](=[O:10])[NH:16][CH2:17][CH2:18][C:19]1[CH:25]=[CH:24][CH:23]=[C:21]([NH2:22])[CH:20]=1)([CH3:13])([CH3:14])[CH3:15]. The yield is 1.00. (6) The reactants are [OH-:1].[K+].[Cl-].[CH2:4]([N+:11]1([CH3:17])[CH2:16][CH2:15][CH2:14][CH2:13][CH2:12]1)[C:5]1[CH:10]=[CH:9][CH:8]=[CH:7][CH:6]=1. The catalyst is CO. The product is [OH-:1].[CH2:4]([N+:11]1([CH3:17])[CH2:16][CH2:15][CH2:14][CH2:13][CH2:12]1)[C:5]1[CH:10]=[CH:9][CH:8]=[CH:7][CH:6]=1. The yield is 0.200.